This data is from Forward reaction prediction with 1.9M reactions from USPTO patents (1976-2016). The task is: Predict the product of the given reaction. (1) Given the reactants Br[C:2]1[CH:3]=[N:4][CH:5]=[C:6]([CH:21]=1)[C:7]([NH:9][C:10]1[CH:15]=[CH:14][C:13]([O:16][C:17]([F:20])([F:19])[F:18])=[CH:12][CH:11]=1)=[O:8].[CH3:22][O:23][C:24]1[C:29](B(O)O)=[CH:28][CH:27]=[CH:26][N:25]=1.C([O-])([O-])=O.[K+].[K+].O, predict the reaction product. The product is: [CH3:22][O:23][C:24]1[C:29]([C:2]2[CH:3]=[N:4][CH:5]=[C:6]([C:7]([NH:9][C:10]3[CH:15]=[CH:14][C:13]([O:16][C:17]([F:20])([F:19])[F:18])=[CH:12][CH:11]=3)=[O:8])[CH:21]=2)=[CH:28][CH:27]=[CH:26][N:25]=1. (2) Given the reactants [Si]([O:8][N:9]=[C:10]1[C:18]2[C:13](=[CH:14][C:15]([C:19]([C:21]3[C:29]4[C:24](=[CH:25][N:26]=[CH:27][CH:28]=4)[S:23][C:22]=3[NH:30][CH2:31][CH3:32])=[O:20])=[CH:16][CH:17]=2)[CH2:12][CH2:11]1)(C(C)(C)C)(C)C.CCCC[N+](CCCC)(CCCC)CCCC.[F-], predict the reaction product. The product is: [CH2:31]([NH:30][C:22]1[S:23][C:24]2=[CH:25][N:26]=[CH:27][CH:28]=[C:29]2[C:21]=1[C:19]([C:15]1[CH:14]=[C:13]2[C:18](=[CH:17][CH:16]=1)[C:10](=[N:9][OH:8])[CH2:11][CH2:12]2)=[O:20])[CH3:32]. (3) Given the reactants [O:1]=[C:2]1[C:6]2[CH:7]=[CH:8][CH:9]=[CH:10][C:5]=2[C:4](=[O:11])[N:3]1[CH2:12][CH2:13][CH2:14][S:15]([O:18][CH2:19][C:20]([CH3:33])([CH3:32])[C@@H:21]([O:24][CH2:25][C:26]1[CH:31]=[CH:30][CH:29]=[CH:28][CH:27]=1)[CH:22]=[O:23])(=[O:17])=[O:16].CC(C)=[O:36], predict the reaction product. The product is: [O:11]=[C:4]1[C:5]2[CH:10]=[CH:9][CH:8]=[CH:7][C:6]=2[C:2](=[O:1])[N:3]1[CH2:12][CH2:13][CH2:14][S:15]([O:18][CH2:19][C:20]([CH3:33])([CH3:32])[C@@H:21]([O:24][CH2:25][C:26]1[CH:27]=[CH:28][CH:29]=[CH:30][CH:31]=1)[C:22]([OH:36])=[O:23])(=[O:16])=[O:17]. (4) Given the reactants [CH:1]1([C:4]2[CH:5]=[CH:6][C:7]([C:18]([OH:20])=O)=[N:8][C:9]=2[O:10][CH2:11][CH:12]2[CH2:17][CH2:16][O:15][CH2:14][CH2:13]2)[CH2:3][CH2:2]1.C1(C2C=CC(C(O)=O)=NC=2OCC2CCCO2)CC1.C1(N(C2N=C(C)ON=2)C)CC1.[CH:51]1([CH2:54][C@H:55]([NH2:62])[C:56]2[N:60]=[C:59]([CH3:61])[O:58][N:57]=2)[CH2:53]C1.CN(C(ON1N=NC2C=CC=CC1=2)=[N+](C)C)C.[B-](F)(F)(F)F.CCN(C(C)C)C(C)C, predict the reaction product. The product is: [CH:54]1([CH:55]([NH:62][C:18]([C:7]2[CH:6]=[CH:5][C:4]([CH:1]3[CH2:2][CH2:3]3)=[C:9]([O:10][CH2:11][CH:12]3[CH2:13][CH2:14][O:15][CH2:16][CH2:17]3)[N:8]=2)=[O:20])[C:56]2[N:60]=[C:59]([CH3:61])[O:58][N:57]=2)[CH2:51][CH2:53]1. (5) The product is: [C:3]1([CH2:9][CH2:10][C@H:11]([OH:24])[C:12]#[C:13][Si:14]([CH:18]([CH3:20])[CH3:19])([CH:15]([CH3:17])[CH3:16])[CH:21]([CH3:22])[CH3:23])[CH:8]=[CH:7][CH:6]=[CH:5][CH:4]=1. Given the reactants [OH-].[K+].[C:3]1([CH2:9][CH2:10][C:11](=[O:24])[C:12]#[C:13][Si:14]([CH:21]([CH3:23])[CH3:22])([CH:18]([CH3:20])[CH3:19])[CH:15]([CH3:17])[CH3:16])[CH:8]=[CH:7][CH:6]=[CH:5][CH:4]=1, predict the reaction product. (6) Given the reactants C[O:2][C:3](=[O:24])[CH:4]([NH:12][C:13]1[CH:18]=[C:17]([F:19])[CH:16]=[C:15]([C:20]([F:23])([F:22])[F:21])[CH:14]=1)[CH2:5][CH2:6][CH2:7][CH2:8][CH2:9][CH:10]=[CH2:11].O.[OH-].[Li+], predict the reaction product. The product is: [F:22][C:20]([F:21])([F:23])[C:15]1[CH:14]=[C:13]([NH:12][CH:4]([CH2:5][CH2:6][CH2:7][CH2:8][CH2:9][CH:10]=[CH2:11])[C:3]([OH:24])=[O:2])[CH:18]=[C:17]([F:19])[CH:16]=1. (7) Given the reactants [C:1]([Mg]Br)#[C:2][CH3:3].[CH3:6][C:7]([CH3:27])([CH3:26])[CH2:8][C:9](=[O:25])[C:10]([NH:12][C:13]1[CH:14]=[CH:15][C:16]2[C:21](=[O:22])[O:20][N:19]=[C:18]([CH3:23])[C:17]=2[CH:24]=1)=[O:11], predict the reaction product. The product is: [CH3:6][C:7]([CH3:27])([CH3:26])[CH2:8][C:9]([OH:25])([C:1]#[C:2][CH3:3])[C:10]([NH:12][C:13]1[CH:14]=[CH:15][C:16]2[C:21](=[O:22])[O:20][N:19]=[C:18]([CH3:23])[C:17]=2[CH:24]=1)=[O:11]. (8) Given the reactants [F:1][C:2]1[CH:7]=[C:6]([N:8]2[CH:12]=[N:11][N:10]=[N:9]2)[CH:5]=[CH:4][C:3]=1[C:13]1[CH:14]=[CH:15][C:16]2[O:20][C:19]([CH:21]3[CH2:26][CH2:25][N:24](C(OC(C)(C)C)=O)[CH2:23][CH2:22]3)=[N:18][C:17]=2[CH:34]=1.[F:35][C:36]([F:41])([F:40])[C:37]([OH:39])=[O:38], predict the reaction product. The product is: [F:35][C:36]([F:41])([F:40])[C:37]([OH:39])=[O:38].[F:1][C:2]1[CH:7]=[C:6]([N:8]2[CH:12]=[N:11][N:10]=[N:9]2)[CH:5]=[CH:4][C:3]=1[C:13]1[CH:14]=[CH:15][C:16]2[O:20][C:19]([CH:21]3[CH2:22][CH2:23][NH:24][CH2:25][CH2:26]3)=[N:18][C:17]=2[CH:34]=1.